This data is from Full USPTO retrosynthesis dataset with 1.9M reactions from patents (1976-2016). The task is: Predict the reactants needed to synthesize the given product. (1) Given the product [CH2:36]([C:40]1[CH:41]=[CH:42][C:43]([C:46]#[C:47][C:2]2[CH:9]=[CH:8][C:5]([CH:6]=[O:7])=[CH:4][N:3]=2)=[CH:44][CH:45]=1)[CH2:37][CH2:38][CH3:39], predict the reactants needed to synthesize it. The reactants are: Br[C:2]1[CH:9]=[CH:8][C:5]([CH:6]=[O:7])=[CH:4][N:3]=1.CCN(CC)CC.C1C=CC(P(C2C=CC=CC=2)C2C=CC=CC=2)=CC=1.[CH2:36]([C:40]1[CH:45]=[CH:44][C:43]([C:46]#[CH:47])=[CH:42][CH:41]=1)[CH2:37][CH2:38][CH3:39].Cl. (2) Given the product [NH2:1][CH2:2][CH2:3][C:4]([N:6]([CH2:14][C@H:15]1[C:20](=[O:21])[NH:19][C@@H:18]([CH2:22][C:23]2[CH:32]=[CH:31][C:30]3[C:25](=[CH:26][CH:27]=[CH:28][CH:29]=3)[CH:24]=2)[C:17](=[O:33])[N:16]1[CH2:34][C:35]1[CH:36]=[CH:37][C:38]([C:41]2[CH:46]=[CH:45][CH:44]=[CH:43][CH:42]=2)=[CH:39][CH:40]=1)[CH2:7][C:8]1[CH:13]=[CH:12][N:11]=[CH:10][CH:9]=1)=[O:5], predict the reactants needed to synthesize it. The reactants are: [NH2:1][C:2](C)(C)[CH2:3][C:4]([N:6]([CH2:14][C@H:15]1[C:20](=[O:21])[NH:19][C@@H:18]([CH2:22][C:23]2[CH:32]=[CH:31][C:30]3[C:25](=[CH:26][CH:27]=[CH:28][CH:29]=3)[CH:24]=2)[C:17](=[O:33])[N:16]1[CH2:34][C:35]1[CH:40]=[CH:39][C:38]([C:41]2[CH:46]=[CH:45][CH:44]=[CH:43][CH:42]=2)=[CH:37][CH:36]=1)[CH2:7][CH:8]1[CH2:13][CH2:12][NH:11][CH2:10][CH2:9]1)=[O:5].N1C=CC(C=O)=CC=1.C(OC(NCCC(O)=O)=O)(C)(C)C.